This data is from Reaction yield outcomes from USPTO patents with 853,638 reactions. The task is: Predict the reaction yield, written as a fraction of the theoretical maximum amount of product (1.0 means a 100% yield; for example, 0.34 means a 34% yield). (1) The reactants are Cl[C:2]1[C:11]2[C:6](=[CH:7][CH:8]=[CH:9][CH:10]=2)[N:5]=[C:4]([C:12]([C:14]2[CH:19]=[CH:18][C:17]([F:20])=[C:16]([O:21][CH3:22])[CH:15]=2)=[O:13])[N:3]=1.[CH3:23][C:24]1[NH:28][N:27]=[C:26]([NH2:29])[CH:25]=1.[I-].[K+].CCN(C(C)C)C(C)C. The catalyst is CN(C=O)C.O. The product is [F:20][C:17]1[CH:18]=[CH:19][C:14]([C:12]([C:4]2[N:3]=[C:2]([NH:29][C:26]3[CH:25]=[C:24]([CH3:23])[NH:28][N:27]=3)[C:11]3[C:6](=[CH:7][CH:8]=[CH:9][CH:10]=3)[N:5]=2)=[O:13])=[CH:15][C:16]=1[O:21][CH3:22]. The yield is 0.750. (2) The reactants are [CH3:1][C:2]1[CH:7]=[C:6]([CH3:8])[N:5]=[C:4]([NH2:9])[N:3]=1.[NH2:10]O.[CH3:12][C:13]1[CH:18]=[C:17]([CH3:19])[CH:16]=[C:15]([CH3:20])[C:14]=1[S:21]([O-:24])(=[O:23])=[O:22]. The catalyst is C(Cl)Cl. The product is [CH3:20][C:15]1[CH:16]=[C:17]([CH3:19])[CH:18]=[C:13]([CH3:12])[C:14]=1[S:21]([O-:24])(=[O:23])=[O:22].[NH2:10][N:3]1[C:2]([CH3:1])=[CH:7][C:6]([CH3:8])=[N:5][C:4]1=[NH2+:9]. The yield is 0.620.